This data is from Catalyst prediction with 721,799 reactions and 888 catalyst types from USPTO. The task is: Predict which catalyst facilitates the given reaction. (1) Reactant: F[C:2]1[CH:9]=[CH:8][CH:7]=[C:6]([N:10]2[N:14]=CC=N2)[C:3]=1[C:4]#[N:5].F[C:16]1[CH:23]=[CH:22][CH:21]=[C:20]([N:24]2C=CN=[N:25]2)[C:17]=1[C:18]#[N:19].O.[NH2:30][NH2:31]. Product: [N:5]1[N:24]([C:20]2[CH:21]=[CH:22][CH:23]=[C:16]3[C:17]=2[C:18]([NH2:19])=[N:30][NH:31]3)[N:25]=[CH:3][CH:4]=1.[N:10]1([C:6]2[CH:7]=[CH:8][CH:9]=[C:2]3[C:3]=2[C:4]([NH2:5])=[N:30][NH:31]3)[CH:17]=[CH:18][N:19]=[N:14]1. The catalyst class is: 8. (2) Reactant: O1CCCC1.C(CC[N:10]1[C:14]([N+:15]([O-:17])=[O:16])=[CH:13][N:12]=[C:11]1[S:18][C:19]1[CH:24]=[CH:23][C:22]([N+:25]([O-:27])=[O:26])=[CH:21][CH:20]=1)#N.Cl.O. Product: [N+:15]([C:14]1[N:10]=[C:11]([S:18][C:19]2[CH:20]=[CH:21][C:22]([N+:25]([O-:27])=[O:26])=[CH:23][CH:24]=2)[NH:12][CH:13]=1)([O-:17])=[O:16]. The catalyst class is: 13. (3) Reactant: C([O:3][C:4](=[O:25])[C@:5]1([CH2:17][C:18]2[CH:23]=[CH:22][C:21]([Br:24])=[CH:20][CH:19]=2)[CH2:9][CH2:8][CH2:7][N:6]1[C:10]([O:12][C:13]([CH3:16])([CH3:15])[CH3:14])=[O:11])C.[Li+].[OH-].C1COCC1.CO. Product: [C:13]([O:12][C:10]([N:6]1[CH2:7][CH2:8][CH2:9][C@@:5]1([CH2:17][C:18]1[CH:23]=[CH:22][C:21]([Br:24])=[CH:20][CH:19]=1)[C:4]([OH:25])=[O:3])=[O:11])([CH3:16])([CH3:14])[CH3:15]. The catalyst class is: 6. (4) Reactant: [CH3:1][C:2](C)([O-])C.[K+].[CH2:7](Br)[C:8]1[CH:13]=[CH:12][CH:11]=[CH:10][CH:9]=1.C[CH2:16][O:17][C:18]([CH3:20])=O.[CH3:21][CH2:22][CH2:23][CH2:24][CH2:25][CH3:26].[N:27]1[CH:32]=[CH:31][CH:30]=[CH:29][CH:28]=1.[CH2:33]1[CH2:37][O:36][CH2:35][CH2:34]1. Product: [CH2:7]([O:36][C:37]1[CH:33]=[C:34]([C@@H:22]([C:23]2[CH:2]=[CH:1][CH:26]=[CH:25][CH:24]=2)[CH2:21][C:30]2[CH:31]=[CH:32][N:27]=[CH:28][CH:29]=2)[CH:35]=[CH:20][C:18]=1[O:17][CH3:16])[C:8]1[CH:13]=[CH:12][CH:11]=[CH:10][CH:9]=1. The catalyst class is: 3. (5) Reactant: CC(C1C=C(C(C)C)C(C2C=CC=CC=2P(C2CCCCC2)C2CCCCC2)=C(C(C)C)C=1)C.Cl[C:36]1[N:37]=[C:38]([N:56]2[CH2:61][CH2:60][O:59][CH2:58][CH2:57]2)[C:39]2[N:44]=[C:43]([CH2:45][N:46]3[CH2:51][CH2:50][CH:49]([C:52]([OH:55])([CH3:54])[CH3:53])[CH2:48][CH2:47]3)[S:42][C:40]=2[N:41]=1.[CH3:62][C:63]1[NH:67][C:66]2[CH:68]=[CH:69][CH:70]=[CH:71][C:65]=2[N:64]=1.C(=O)([O-])[O-].[Cs+].[Cs+]. Product: [CH3:62][C:63]1[N:67]([C:36]2[N:37]=[C:38]([N:56]3[CH2:57][CH2:58][O:59][CH2:60][CH2:61]3)[C:39]3[N:44]=[C:43]([CH2:45][N:46]4[CH2:51][CH2:50][CH:49]([C:52]([OH:55])([CH3:54])[CH3:53])[CH2:48][CH2:47]4)[S:42][C:40]=3[N:41]=2)[C:66]2[CH:68]=[CH:69][CH:70]=[CH:71][C:65]=2[N:64]=1. The catalyst class is: 102. (6) Reactant: Cl.[NH2:2][CH2:3][C:4]1[CH:9]=[CH:8][C:7]([C:10]2[N:14]=[C:13]([CH3:15])[O:12][N:11]=2)=[CH:6][C:5]=1[NH:16][CH2:17][C:18]([O:20][CH2:21][C:22]1[CH:27]=[CH:26][CH:25]=[CH:24][CH:23]=1)=[O:19].C1C=NC2N(O)N=NC=2C=1.CCN=C=NCCCN(C)C.[F:49][C:50]([F:62])([F:61])[O:51][C:52]1[CH:53]=[C:54]([CH:58]=[CH:59][CH:60]=1)[C:55](O)=[O:56]. Product: [CH3:15][C:13]1[O:12][N:11]=[C:10]([C:7]2[CH:8]=[CH:9][C:4]([CH2:3][NH:2][C:55](=[O:56])[C:54]3[CH:58]=[CH:59][CH:60]=[C:52]([O:51][C:50]([F:49])([F:61])[F:62])[CH:53]=3)=[C:5]([NH:16][CH2:17][C:18]([O:20][CH2:21][C:22]3[CH:23]=[CH:24][CH:25]=[CH:26][CH:27]=3)=[O:19])[CH:6]=2)[N:14]=1. The catalyst class is: 139. (7) Reactant: [F:1][C:2]1[CH:10]=[C:9]2[C:5]([CH2:6][CH2:7][C:8]2([CH3:12])[CH3:11])=[CH:4][C:3]=1[O:13]C.B(Br)(Br)Br.CO.C([O-])(O)=O.[Na+]. Product: [F:1][C:2]1[CH:10]=[C:9]2[C:5]([CH2:6][CH2:7][C:8]2([CH3:11])[CH3:12])=[CH:4][C:3]=1[OH:13]. The catalyst class is: 2.